Predict the reactants needed to synthesize the given product. From a dataset of Full USPTO retrosynthesis dataset with 1.9M reactions from patents (1976-2016). (1) Given the product [CH:28]1([C:24]2[CH:25]=[C:26]([CH3:27])[C:21]([N:18]3[CH2:19][CH2:20][N:15]([C:13]([C:5]4[CH:4]=[CH:3][C:2]([N:33]5[CH2:34][CH2:35][O:31][C:32]5=[O:36])=[CH:7][C:6]=4[NH:8][S:9]([CH3:12])(=[O:11])=[O:10])=[O:14])[CH2:16][CH2:17]3)=[N:22][CH:23]=2)[CH2:30][CH2:29]1, predict the reactants needed to synthesize it. The reactants are: Br[C:2]1[CH:3]=[CH:4][C:5]([C:13]([N:15]2[CH2:20][CH2:19][N:18]([C:21]3[C:26]([CH3:27])=[CH:25][C:24]([CH:28]4[CH2:30][CH2:29]4)=[CH:23][N:22]=3)[CH2:17][CH2:16]2)=[O:14])=[C:6]([NH:8][S:9]([CH3:12])(=[O:11])=[O:10])[CH:7]=1.[O:31]1[CH2:35][CH2:34][NH:33][C:32]1=[O:36]. (2) Given the product [CH2:24]([NH:23][C:2]1[C:11]2[C:6](=[CH:7][C:8]([O:12][CH3:13])=[CH:9][CH:10]=2)[C:5]([C:14]2[CH:19]=[CH:18][CH:17]=[C:16]([F:20])[CH:15]=2)=[C:4]([C:21]#[N:22])[N:3]=1)[CH2:25][CH:26]=[CH2:27], predict the reactants needed to synthesize it. The reactants are: Cl[C:2]1[C:11]2[C:6](=[CH:7][C:8]([O:12][CH3:13])=[CH:9][CH:10]=2)[C:5]([C:14]2[CH:19]=[CH:18][CH:17]=[C:16]([F:20])[CH:15]=2)=[C:4]([C:21]#[N:22])[N:3]=1.[NH2:23][CH2:24][CH2:25][CH:26]=[CH2:27]. (3) Given the product [CH3:19][O:15][C:14]([C:11]1[CH:12]=[CH:13][C:4]([N+:1]([O-:3])=[O:2])=[C:5]2[C:10]=1[N:9]=[CH:8][CH:7]=[CH:6]2)=[O:16], predict the reactants needed to synthesize it. The reactants are: [N+:1]([C:4]1[CH:13]=[CH:12][C:11]([C:14]([OH:16])=[O:15])=[C:10]2[C:5]=1[CH:6]=[CH:7][CH:8]=[N:9]2)([O-:3])=[O:2].IC.[C:19](=O)([O-])[O-].[K+].[K+].O. (4) Given the product [O:17]=[C:10]1[C:11]2[C:16](=[CH:15][CH:14]=[CH:13][CH:12]=2)[C:8](=[O:7])[N:9]1[CH2:18][CH2:19][C@@H:20]([C@H:24]([OH:41])[CH2:25][CH2:26][C:27]1[CH:32]=[CH:31][C:30]([C:33]2[CH:34]=[N:35][C:36]([O:39][CH3:40])=[CH:37][CH:38]=2)=[CH:29][CH:28]=1)[C:21]([OH:23])=[O:22], predict the reactants needed to synthesize it. The reactants are: C(=O)([O-])[O-].[K+].[K+].[O:7]=[C:8]1[C:16]2[C:11](=[CH:12][CH:13]=[CH:14][CH:15]=2)[C:10](=[O:17])[N:9]1[CH2:18][CH2:19][C@@H:20]([C@H:24]([O:41]C=O)[CH2:25][CH2:26][C:27]1[CH:32]=[CH:31][C:30]([C:33]2[CH:34]=[N:35][C:36]([O:39][CH3:40])=[CH:37][CH:38]=2)=[CH:29][CH:28]=1)[C:21]([OH:23])=[O:22].